From a dataset of Forward reaction prediction with 1.9M reactions from USPTO patents (1976-2016). Predict the product of the given reaction. (1) Given the reactants C([O:5][C:6](=[O:19])[C:7]([S:10][C:11]1[S:12][CH:13]=[C:14]([CH2:16][CH2:17][OH:18])[N:15]=1)([CH3:9])[CH3:8])(C)(C)C.[Cl:20][C:21]1[CH:26]=[CH:25][C:24](O)=[CH:23][N:22]=1.[F:28][C:29]1[CH:34]=[CH:33][C:32](OB(O)O)=[CH:31][CH:30]=1.Cl.C(OCC)(=O)C, predict the reaction product. The product is: [ClH:20].[F:28][C:29]1[CH:34]=[CH:33][C:32]([C:21]2[N:22]=[CH:23][C:24]([O:18][CH2:17][CH2:16][C:14]3[N:15]=[C:11]([S:10][C:7]([CH3:8])([CH3:9])[C:6]([OH:5])=[O:19])[S:12][CH:13]=3)=[CH:25][CH:26]=2)=[CH:31][CH:30]=1. (2) Given the reactants [OH:1][CH2:2][CH2:3][NH:4][CH2:5][CH:6]([C:8]1[CH:13]=[CH:12][C:11]([N+:14]([O-:16])=[O:15])=[CH:10][CH:9]=1)[OH:7].C(N(CC)CC)C.[C:24](O[C:24]([O:26][C:27]([CH3:30])([CH3:29])[CH3:28])=[O:25])([O:26][C:27]([CH3:30])([CH3:29])[CH3:28])=[O:25], predict the reaction product. The product is: [C:27]([O:26][C:24](=[O:25])[N:4]([CH2:3][CH2:2][OH:1])[CH2:5][CH:6]([OH:7])[C:8]1[CH:13]=[CH:12][C:11]([N+:14]([O-:16])=[O:15])=[CH:10][CH:9]=1)([CH3:30])([CH3:29])[CH3:28]. (3) Given the reactants [CH:1]1([C:4]2[NH:8][N:7]=[C:6]([NH:9][C:10]3[C:15]([Cl:16])=[CH:14][N:13]=[C:12]([C:17]4[S:21][C:20]([C@@H:22]([OH:24])[CH3:23])=[CH:19][CH:18]=4)[N:11]=3)[CH:5]=2)[CH2:3][CH2:2]1.C1(C2NN=C(NC3C(Cl)=CN=C(C4SC([C@H](O)C)=CC=4)N=3)C=2)CC1, predict the reaction product. The product is: [CH:1]1([C:4]2[NH:8][N:7]=[C:6]([NH:9][C:10]3[C:15]([Cl:16])=[CH:14][N:13]=[C:12]([C:17]4[S:21][C:20]([CH:22]([OH:24])[CH3:23])=[CH:19][CH:18]=4)[N:11]=3)[CH:5]=2)[CH2:3][CH2:2]1. (4) Given the reactants [CH3:1][N:2]1[C:6]([C:7]([OH:9])=O)=[CH:5][C:4]([NH:10][CH2:11][C:12]2[C:13]([C:18]3[CH:23]=[CH:22][CH:21]=[CH:20][N:19]=3)=[N:14][O:15][C:16]=2[CH3:17])=[N:3]1.[CH3:24][C:25]1([NH2:29])[CH2:28][O:27][CH2:26]1, predict the reaction product. The product is: [CH3:1][N:2]1[C:6]([C:7]([NH:29][C:25]2([CH3:24])[CH2:28][O:27][CH2:26]2)=[O:9])=[CH:5][C:4]([NH:10][CH2:11][C:12]2[C:13]([C:18]3[CH:23]=[CH:22][CH:21]=[CH:20][N:19]=3)=[N:14][O:15][C:16]=2[CH3:17])=[N:3]1. (5) Given the reactants [Si:1]([OH:8])([C:4]([CH3:7])([CH3:6])[CH3:5])([CH3:3])[CH3:2].ClC([CH:12]=[CH:13][SiH3:14])Cl.[CH2:15]([N:17](CC)[CH2:18]C)C.[CH3:22]NC, predict the reaction product. The product is: [C:4]([Si:1]([CH3:3])([CH3:2])[O:8][Si:14]([N:17]([CH3:18])[CH3:15])([CH3:22])[CH:13]=[CH2:12])([CH3:7])([CH3:6])[CH3:5]. (6) Given the reactants CC(C[AlH]CC(C)C)C.C1(C)C=CC=CC=1.C[O:18][C:19]([C@@H:21]1[C@@H:26]2[CH2:27][C@@H:23]([CH2:24][CH2:25]2)[N:22]1[C:28]([O:30][C:31]([CH3:34])([CH3:33])[CH3:32])=[O:29])=O.[OH-].[Na+], predict the reaction product. The product is: [C:31]([O:30][C:28]([N:22]1[C@H:21]([CH2:19][OH:18])[C@@H:26]2[CH2:27][C@H:23]1[CH2:24][CH2:25]2)=[O:29])([CH3:34])([CH3:32])[CH3:33]. (7) Given the reactants [CH3:1][CH:2]([CH3:18])[CH2:3][N:4]1[C:16]2[C:15]3[N:14]=[CH:13][CH:12]=[CH:11][C:10]=3[N:9]=[C:8]([NH2:17])[C:7]=2[N:6]=[CH:5]1.[CH2:19]([S:21]([OH:24])(=[O:23])=[O:22])[CH3:20], predict the reaction product. The product is: [OH2:22].[CH2:19]([S:21]([OH:24])(=[O:23])=[O:22])[CH3:20].[CH3:1][CH:2]([CH3:18])[CH2:3][N:4]1[C:16]2[C:15]3[N:14]=[CH:13][CH:12]=[CH:11][C:10]=3[N:9]=[C:8]([NH2:17])[C:7]=2[N:6]=[CH:5]1.